From a dataset of Forward reaction prediction with 1.9M reactions from USPTO patents (1976-2016). Predict the product of the given reaction. (1) Given the reactants Br[C:2]1[CH:3]=[C:4]([CH:25]=[CH:26][N:27]=1)[C:5]([NH:7][C:8]1[S:9][C:10]2[C:16]([CH:17]3[CH2:22][CH2:21][O:20][CH2:19][CH2:18]3)=[CH:15][CH:14]=[C:13]([O:23][CH3:24])[C:11]=2[N:12]=1)=[O:6].[CH:28]([Sn](CCCC)(CCCC)CCCC)=[CH:29][C:30](=C)C.C1(P(C2C=CC=CC=2)C2C=CC=CC=2)C=CC=CC=1.[Cl-].[Li+].C(C1C(O)=C(C(C)(C)C)C=C(C)C=1)(C)(C)C, predict the reaction product. The product is: [CH:29]([C:2]1[CH:3]=[C:4]([CH:25]=[CH:26][N:27]=1)[C:5]([NH:7][C:8]1[S:9][C:10]2[C:16]([CH:17]3[CH2:22][CH2:21][O:20][CH2:19][CH2:18]3)=[CH:15][CH:14]=[C:13]([O:23][CH3:24])[C:11]=2[N:12]=1)=[O:6])([CH3:30])[CH3:28]. (2) Given the reactants [Br:1][C:2]1[CH:3]=[C:4]([CH:20]=[CH:21][CH:22]=1)[CH2:5][C:6]1[CH:7]=[C:8]([C:11]([C:13]2[C:14](Cl)=[N:15][CH:16]=[N:17][CH:18]=2)=[O:12])[S:9][CH:10]=1.Cl.[NH2:24][C@H:25]1[C@@H:29]2[O:30][C:31]([CH3:34])([CH3:33])[O:32][C@@H:28]2[C@@H:27]([CH2:35][OH:36])[CH2:26]1.C(N(CC)C(C)C)(C)C, predict the reaction product. The product is: [Br:1][C:2]1[CH:3]=[C:4]([CH:20]=[CH:21][CH:22]=1)[CH2:5][C:6]1[CH:7]=[C:8]([C:11]([C:13]2[C:14]([NH:24][C@H:25]3[C@H:29]4[C@H:28]([O:32][C:31]([CH3:33])([CH3:34])[O:30]4)[C@@H:27]([CH2:35][OH:36])[CH2:26]3)=[N:15][CH:16]=[N:17][CH:18]=2)=[O:12])[S:9][CH:10]=1. (3) Given the reactants [CH2:1]([O:3][C:4](=[O:31])[C:5]([O:8][C:9]1[CH:14]=[CH:13][C:12]([O:15][CH2:16][CH2:17][C:18]2[N:19]=[C:20]([C:24]3[CH:29]=[CH:28][C:27](Br)=[CH:26][CH:25]=3)[O:21][C:22]=2[CH3:23])=[CH:11][CH:10]=1)([CH3:7])[CH3:6])[CH3:2].[CH3:32][C:33]1[CH:38]=[CH:37][CH:36]=[CH:35][C:34]=1B(O)O.[F-].[K+].C1(P(C2CCCCC2)C2C=CC=CC=2C2C=CC=CC=2)CCCCC1, predict the reaction product. The product is: [CH2:1]([O:3][C:4](=[O:31])[C:5]([CH3:7])([O:8][C:9]1[CH:14]=[CH:13][C:12]([O:15][CH2:16][CH2:17][C:18]2[N:19]=[C:20]([C:24]3[CH:29]=[CH:28][C:27]([C:34]4[CH:35]=[CH:36][CH:37]=[CH:38][C:33]=4[CH3:32])=[CH:26][CH:25]=3)[O:21][C:22]=2[CH3:23])=[CH:11][CH:10]=1)[CH3:6])[CH3:2]. (4) Given the reactants [CH3:1][C:2]1[CH:7]=[CH:6][C:5]([SH:8])=[CH:4][CH:3]=1.[Br:9][C:10]1[CH:15]=[CH:14][CH:13]=[CH:12][C:11]=1Br.CC(C)([O-])C.[K+].[Cl-].[Na+], predict the reaction product. The product is: [C:2]1([CH3:1])[CH:7]=[CH:6][C:5]([S:8][C:11]2[CH:12]=[CH:13][CH:14]=[CH:15][C:10]=2[Br:9])=[CH:4][CH:3]=1. (5) Given the reactants [CH3:1][O:2][C:3](=[O:39])[C@@H:4]([NH:14][C:15]([C:17]1[S:18][C:19]([C:28](=[O:38])[NH:29][CH2:30][C:31]2[CH:36]=[CH:35][CH:34]=[C:33]([OH:37])[CH:32]=2)=[CH:20][C:21]=1[C:22]1[CH:27]=[CH:26][CH:25]=[CH:24][CH:23]=1)=[O:16])[CH2:5][NH:6]C(OC(C)(C)C)=O.[C:40]([OH:46])([C:42]([F:45])([F:44])[F:43])=[O:41], predict the reaction product. The product is: [F:43][C:42]([F:45])([F:44])[C:40]([OH:46])=[O:41].[CH3:1][O:2][C:3](=[O:39])[C@@H:4]([NH:14][C:15]([C:17]1[S:18][C:19]([C:28](=[O:38])[NH:29][CH2:30][C:31]2[CH:36]=[CH:35][CH:34]=[C:33]([OH:37])[CH:32]=2)=[CH:20][C:21]=1[C:22]1[CH:27]=[CH:26][CH:25]=[CH:24][CH:23]=1)=[O:16])[CH2:5][NH2:6]. (6) Given the reactants [C:1]([O-:4])(=[O:3])[CH3:2].[C:5]([O-:8])(=[O:7])[CH3:6].[C:9]([O-:12])(=[O:11])[CH3:10].C([O-])(=O)C.[Pb+4:17].[Br:18][C:19]1[CH:24]=[C:23]([CH3:25])[C:22](B(O)O)=[C:21]([CH3:29])[CH:20]=1.C(=O)([O-])[O-].[K+].[K+], predict the reaction product. The product is: [C:1]([O-:4])(=[O:3])[CH3:2].[C:5]([O-:8])(=[O:7])[CH3:6].[C:9]([O-:12])(=[O:11])[CH3:10].[Br:18][C:19]1[CH:24]=[C:23]([CH3:25])[C:22]([Pb+3:17])=[C:21]([CH3:29])[CH:20]=1. (7) Given the reactants [F:1][C:2]1[CH:10]=[CH:9][C:8]([CH2:11][C:12]2[C:21]3[C:16](=[CH:17][CH:18]=[CH:19][CH:20]=3)[C:15](=[O:22])[NH:14][N:13]=2)=[CH:7][C:3]=1[C:4](O)=[O:5].F[P-](F)(F)(F)(F)F.C[N+](C)=C(N(C)C)O.Cl.[N:39]1[N:40]=[CH:41][N:42]2[CH2:47][CH2:46][NH:45][CH2:44][C:43]=12.C(N(CC)C(C)C)(C)C, predict the reaction product. The product is: [N:39]1[N:40]=[CH:41][N:42]2[CH2:47][CH2:46][N:45]([C:4]([C:3]3[CH:7]=[C:8]([CH2:11][C:12]4[C:21]5[C:16](=[CH:17][CH:18]=[CH:19][CH:20]=5)[C:15](=[O:22])[NH:14][N:13]=4)[CH:9]=[CH:10][C:2]=3[F:1])=[O:5])[CH2:44][C:43]=12.